From a dataset of Reaction yield outcomes from USPTO patents with 853,638 reactions. Predict the reaction yield, written as a fraction of the theoretical maximum amount of product (1.0 means a 100% yield; for example, 0.34 means a 34% yield). (1) The reactants are C(O)(C(F)(F)F)=O.[CH2:8]([O:11][C@H:12]1[C:20]2[C:15](=[CH:16][C:17]([O:21][CH3:22])=[CH:18][CH:19]=2)[C@@H:14]([NH:23][CH2:24][C@@H:25]([OH:49])[C@@H:26]([NH:36][C:37](=[O:48])[C@@H:38]([N:42]2[CH2:46][CH2:45][CH2:44][C:43]2=[O:47])[CH2:39][CH:40]=[CH2:41])[CH2:27][C:28]2[CH:33]=[C:32]([F:34])[CH:31]=[C:30]([F:35])[CH:29]=2)[CH2:13]1)C=C. The catalyst is Cl[Ru](=CC1C=CC=CC=1)([P](C1CCCCC1)(C1CCCCC1)C1CCCCC1)([P](C1CCCCC1)(C1CCCCC1)C1CCCCC1)Cl. The product is [F:35][C:30]1[CH:29]=[C:28]([CH:33]=[C:32]([F:34])[CH:31]=1)[CH2:27][C@@H:26]1[NH:36][C:37](=[O:48])[C@@H:38]([N:42]2[CH2:46][CH2:45][CH2:44][C:43]2=[O:47])[CH2:39][CH:40]=[CH:41][CH2:8][O:11][C@@H:12]2[CH2:13][C@@H:14]([C:15]3[CH:16]=[C:17]([O:21][CH3:22])[CH:18]=[CH:19][C:20]=32)[NH:23][CH2:24][C@H:25]1[OH:49]. The yield is 0.700. (2) The reactants are [F:1][C:2]1[CH:7]=[CH:6][C:5]([C@@:8]([NH:30][S@@:31]([C:33]([CH3:36])([CH3:35])[CH3:34])=[O:32])([C:16]2[CH:21]=[C:20]([O:22][C:23]([F:28])([F:27])[CH:24]([F:26])[F:25])[CH:19]=[C:18]([F:29])[CH:17]=2)CC2C=CC=CC=2)=[CH:4][C:3]=1[O:37][CH3:38].F[C:40]1[CH:45]=[CH:44][C:43]([C@@:46](N[S@](C(C)(C)C)=O)(C2[CH:59]=[C:58]([O:60]C(F)(F)C(F)F)[CH:57]=C(F)C=2)CC2C=CC=CC=2)=[CH:42][C:41]=1OC. No catalyst specified. The product is [F:1][C:2]1[CH:7]=[CH:6][C:5]([C:8]([C:16]2[CH:21]=[C:20]([O:22][C:23]([F:28])([F:27])[CH:24]([F:26])[F:25])[CH:19]=[C:18]([F:29])[CH:17]=2)=[N:30][S@@:31]([C:33]([CH3:34])([CH3:35])[CH3:36])=[O:32])=[CH:4][C:3]=1[O:37][CH3:38].[CH3:44][CH2:45][CH2:40][CH2:41][CH2:42][CH2:43][CH3:46].[CH3:57][CH:58]([OH:60])[CH3:59]. The yield is 0.900. (3) The reactants are [Si]([O:8][CH2:9][CH2:10][O:11][NH:12][C:13](=[O:34])[C:14]1[CH:19]=[C:18]([CH:20]=[N:21][OH:22])[C:17]([F:23])=[C:16]([F:24])[C:15]=1[NH:25][C:26]1[CH:31]=[CH:30][C:29]([I:32])=[CH:28][C:27]=1[F:33])(C(C)(C)C)(C)C.[F-].C([N+](CCCC)(CCCC)CCCC)CCC.O. The product is [F:24][C:16]1[C:15]([NH:25][C:26]2[CH:31]=[CH:30][C:29]([I:32])=[CH:28][C:27]=2[F:33])=[C:14]([CH:19]=[C:18]([CH:20]=[N:21][OH:22])[C:17]=1[F:23])[C:13]([NH:12][O:11][CH2:10][CH2:9][OH:8])=[O:34]. The yield is 0.960. The catalyst is C1COCC1. (4) The reactants are [O:1]1[C:5]2[CH:6]=[CH:7][C:8]([C:10]3([C:13]([NH:15][C:16]4[CH:17]=[C:18]5[C:22](=[CH:23][CH:24]=4)[NH:21][CH:20]([C:25]([CH3:28])([CH3:27])[CH3:26])[CH2:19]5)=[O:14])[CH2:12][CH2:11]3)=[CH:9][C:4]=2[O:3][CH2:2]1.O=[CH:30][CH2:31][CH2:32][C:33]([OH:35])=[O:34].[BH3-]C#N.[Na+]. The catalyst is CO.CC(O)=O. The product is [O:1]1[C:5]2[CH:6]=[CH:7][C:8]([C:10]3([C:13]([NH:15][C:16]4[CH:17]=[C:18]5[C:22](=[CH:23][CH:24]=4)[N:21]([CH2:30][CH2:31][CH2:32][C:33]([OH:35])=[O:34])[CH:20]([C:25]([CH3:28])([CH3:27])[CH3:26])[CH2:19]5)=[O:14])[CH2:12][CH2:11]3)=[CH:9][C:4]=2[O:3][CH2:2]1. The yield is 0.300. (5) The reactants are [C:1]([C:3]1[CH:4]=[C:5]([C:13]2[S:14][C:15]([C:18]3[CH:26]=[CH:25][CH:24]=[C:23]4[C:19]=3[CH2:20][CH2:21][C@H:22]4[NH:27][S:28]([CH2:31][C:32]([OH:34])=O)(=[O:30])=[O:29])=[CH:16][N:17]=2)[CH:6]=[CH:7][C:8]=1[O:9][CH:10]([CH3:12])[CH3:11])#[N:2].CN(C(ON1N=NC2C=CC=NC1=2)=[N+](C)C)C.F[P-](F)(F)(F)(F)F.CCN(C(C)C)C(C)C.[NH:68]1[CH2:73][CH2:72][O:71][CH2:70][CH2:69]1. The catalyst is C(Cl)Cl. The product is [C:1]([C:3]1[CH:4]=[C:5]([C:13]2[S:14][C:15]([C:18]3[CH:26]=[CH:25][CH:24]=[C:23]4[C:19]=3[CH2:20][CH2:21][C@H:22]4[NH:27][S:28]([CH2:31][C:32]([N:68]3[CH2:73][CH2:72][O:71][CH2:70][CH2:69]3)=[O:34])(=[O:29])=[O:30])=[CH:16][N:17]=2)[CH:6]=[CH:7][C:8]=1[O:9][CH:10]([CH3:12])[CH3:11])#[N:2]. The yield is 0.470. (6) The reactants are C[Si]([N-][Si](C)(C)C)(C)C.[Na+].[CH2:11]([S:13]([C:16]1[CH:17]=[CH:18][C:19]([O:48][C:49]2[C:54]([CH3:55])=[CH:53][CH:52]=[CH:51][C:50]=2[CH:56]=O)=[C:20]([C:22]2[C:23]3[CH:32]=[C:31]([C:33]([O:35][CH2:36][CH3:37])=[O:34])[N:30]([S:38]([C:41]4[CH:47]=[CH:46][C:44]([CH3:45])=[CH:43][CH:42]=4)(=[O:40])=[O:39])[C:24]=3[C:25](=[O:29])[N:26]([CH3:28])[CH:27]=2)[CH:21]=1)(=[O:15])=[O:14])[CH3:12]. The catalyst is [Cl-].C([P+](C1C=CC=CC=1)(C1C=CC=CC=1)C1C=CC=CC=1)C1C=CC=CC=1.O1CCCC1. The product is [CH2:11]([S:13]([C:16]1[CH:17]=[CH:18][C:19]([O:48][C:49]2[C:50]([CH:56]=[CH:22][C:20]3[CH:21]=[CH:16][CH:17]=[CH:18][CH:19]=3)=[CH:51][CH:52]=[CH:53][C:54]=2[CH3:55])=[C:20]([C:22]2[C:23]3[CH:32]=[C:31]([C:33]([O:35][CH2:36][CH3:37])=[O:34])[N:30]([S:38]([C:41]4[CH:42]=[CH:43][C:44]([CH3:45])=[CH:46][CH:47]=4)(=[O:39])=[O:40])[C:24]=3[C:25](=[O:29])[N:26]([CH3:28])[CH:27]=2)[CH:21]=1)(=[O:15])=[O:14])[CH3:12]. The yield is 0.920. (7) The reactants are C(=O)([O-])[O-].[K+].[K+].Br[C:8]1[CH:9]=[C:10]([CH:21]=[CH:22][CH:23]=1)[CH2:11][N:12]([CH3:20])[C:13](=[O:19])[O:14][C:15]([CH3:18])([CH3:17])[CH3:16].[OH:24][C:25]1[CH:30]=[CH:29][C:28](B(O)O)=[CH:27][CH:26]=1. The catalyst is COCCOC.O.C1(P([Pd](P(C2C=CC=CC=2)(C2C=CC=CC=2)C2C=CC=CC=2)(P(C2C=CC=CC=2)(C2C=CC=CC=2)C2C=CC=CC=2)P(C2C=CC=CC=2)(C2C=CC=CC=2)C2C=CC=CC=2)(C2C=CC=CC=2)C2C=CC=CC=2)C=CC=CC=1. The product is [OH:24][C:25]1[CH:30]=[CH:29][C:28]([C:8]2[CH:23]=[CH:22][CH:21]=[C:10]([CH2:11][N:12]([CH3:20])[C:13](=[O:19])[O:14][C:15]([CH3:18])([CH3:17])[CH3:16])[CH:9]=2)=[CH:27][CH:26]=1. The yield is 0.680. (8) The reactants are [Br:1][C:2]1[CH:3]=[C:4]2[C:11]3([C:15](=[O:16])[NH:14][C:13](=O)[NH:12]3)[CH2:10][CH:9]([C:18]3[S:19][CH:20]=[CH:21][CH:22]=3)[O:8][C:5]2=[CH:6][CH:7]=1.COC1C=CC(P2(SP(C3C=CC(OC)=CC=3)(=S)S2)=[S:32])=CC=1. The catalyst is O1CCOCC1. The product is [Br:1][C:2]1[CH:3]=[C:4]2[C:11]3([C:15](=[O:16])[NH:14][C:13](=[S:32])[NH:12]3)[CH2:10][CH:9]([C:18]3[S:19][CH:20]=[CH:21][CH:22]=3)[O:8][C:5]2=[CH:6][CH:7]=1. The yield is 0.800.